The task is: Predict the reactants needed to synthesize the given product.. This data is from Full USPTO retrosynthesis dataset with 1.9M reactions from patents (1976-2016). (1) The reactants are: [Cl:1][C:2]1[CH:7]=[CH:6][C:5]([C:8]2[C:9]([N:17]([CH2:19][CH2:20][O:21][CH3:22])[CH3:18])=[N:10][CH:11]=[C:12]([CH:16]=2)[C:13]([OH:15])=O)=[CH:4][CH:3]=1.Cl.[NH2:24][CH2:25][C@H:26]1[CH2:31][CH2:30][CH2:29][CH2:28][C@H:27]1[OH:32].CN(C(ON1N=NC2C=CC=CC1=2)=[N+](C)C)C.[B-](F)(F)(F)F.C(N(CC)C(C)C)(C)C. Given the product [Cl:1][C:2]1[CH:3]=[CH:4][C:5]([C:8]2[C:9]([N:17]([CH2:19][CH2:20][O:21][CH3:22])[CH3:18])=[N:10][CH:11]=[C:12]([CH:16]=2)[C:13]([NH:24][CH2:25][CH:26]2[CH2:31][CH2:30][CH2:29][CH2:28][CH:27]2[OH:32])=[O:15])=[CH:6][CH:7]=1, predict the reactants needed to synthesize it. (2) Given the product [CH2:20]1[C:21]2[C:26](=[CH:25][CH:24]=[CH:23][CH:22]=2)[CH2:27][CH2:28][N:19]1[CH2:18][CH:17]([OH:29])[CH2:16][NH:15][C:6](=[O:8])[CH2:5][O:4][C:3]1[CH:11]=[CH:12][CH:13]=[CH:14][C:2]=1[I:1], predict the reactants needed to synthesize it. The reactants are: [I:1][C:2]1[CH:14]=[CH:13][CH:12]=[CH:11][C:3]=1[O:4][CH2:5][C:6]([O:8]CC)=O.[NH2:15][CH2:16][CH:17]([OH:29])[CH2:18][N:19]1[CH2:28][CH2:27][C:26]2[C:21](=[CH:22][CH:23]=[CH:24][CH:25]=2)[CH2:20]1. (3) Given the product [CH:1]1([C:7]2[C:8]3[CH:9]=[CH:10][C:11]([C:34]([OH:36])=[O:35])=[CH:12][C:13]=3[N:14]3[CH2:21][CH2:20][N:19]([CH2:22][C@H:23]4[CH2:27][CH2:26][CH2:25][N:24]4[CH3:28])[CH2:18][C:17]4[CH:29]=[C:30]([F:33])[CH:31]=[CH:32][C:16]=4[C:15]=23)[CH2:6][CH2:5][CH2:4][CH2:3][CH2:2]1, predict the reactants needed to synthesize it. The reactants are: [CH:1]1([C:7]2[C:8]3[CH:9]=[CH:10][C:11]([C:34]([O:36]C)=[O:35])=[CH:12][C:13]=3[N:14]3[CH2:21][CH2:20][N:19]([CH2:22][C@H:23]4[CH2:27][CH2:26][CH2:25][N:24]4[CH3:28])[CH2:18][C:17]4[CH:29]=[C:30]([F:33])[CH:31]=[CH:32][C:16]=4[C:15]=23)[CH2:6][CH2:5][CH2:4][CH2:3][CH2:2]1.[OH-].[K+]. (4) Given the product [CH3:1][C:2]1[CH:10]=[CH:9][C:5]([CH:6]=[O:7])=[CH:4][C:3]=1[N+:11]([O-:13])=[O:12], predict the reactants needed to synthesize it. The reactants are: [CH3:1][C:2]1[CH:10]=[CH:9][C:5]([C:6](O)=[O:7])=[CH:4][C:3]=1[N+:11]([O-:13])=[O:12].CN1CCOCC1.ClC(OCC)=O.[BH4-].[Na+]. (5) Given the product [CH3:1][C:2]1([CH3:28])[CH2:3][CH:4]([CH:6]([NH:16][C:17]2[CH:18]=[N:19][C:20]3[C:25]([CH:26]=2)=[CH:24][C:23]([F:27])=[CH:22][CH:21]=3)[C:7]2[CH:15]=[CH:14][C:10]([C:11]([NH:36][CH2:35][CH2:34][C:33]([O:32][CH2:30][CH3:31])=[O:37])=[O:12])=[CH:9][CH:8]=2)[CH2:5]1, predict the reactants needed to synthesize it. The reactants are: [CH3:1][C:2]1([CH3:28])[CH2:5][CH:4]([CH:6]([NH:16][C:17]2[CH:18]=[N:19][C:20]3[C:25]([CH:26]=2)=[CH:24][C:23]([F:27])=[CH:22][CH:21]=3)[C:7]2[CH:15]=[CH:14][C:10]([C:11](O)=[O:12])=[CH:9][CH:8]=2)[CH2:3]1.Cl.[CH2:30]([O:32][C:33](=[O:37])[CH2:34][CH2:35][NH2:36])[CH3:31].ON1C2N=CC=CC=2N=N1.Cl.C(N=C=NCCCN(C)C)C.C(N(CC)CC)C.